The task is: Regression. Given a peptide amino acid sequence and an MHC pseudo amino acid sequence, predict their binding affinity value. This is MHC class II binding data.. This data is from Peptide-MHC class II binding affinity with 134,281 pairs from IEDB. (1) The peptide sequence is SPSLWEIEFAKRLASV. The MHC is DRB1_0101 with pseudo-sequence DRB1_0101. The binding affinity (normalized) is 0.692. (2) The peptide sequence is YPKYVKQNTLKLAT. The MHC is DRB5_0101 with pseudo-sequence DRB5_0101. The binding affinity (normalized) is 0.753. (3) The peptide sequence is GILQAYDLRDAPETP. The MHC is DRB1_0101 with pseudo-sequence DRB1_0101. The binding affinity (normalized) is 0.537.